Dataset: Full USPTO retrosynthesis dataset with 1.9M reactions from patents (1976-2016). Task: Predict the reactants needed to synthesize the given product. Given the product [CH:32]([C@H:10]1[CH2:9][NH:8][CH2:13][CH2:12][N:11]1[C:14]1[C:23]2[C:18](=[CH:19][C:20]([CH3:24])=[CH:21][CH:22]=2)[N:17]=[C:16]([C:25]2[CH:30]=[CH:29][CH:28]=[CH:27][C:26]=2[OH:31])[N:15]=1)([CH3:34])[CH3:33], predict the reactants needed to synthesize it. The reactants are: C([N:8]1[CH2:13][CH2:12][N:11]([C:14]2[C:23]3[C:18](=[CH:19][C:20]([CH3:24])=[CH:21][CH:22]=3)[N:17]=[C:16]([C:25]3[CH:30]=[CH:29][CH:28]=[CH:27][C:26]=3[OH:31])[N:15]=2)[C@@H:10]([CH:32]([CH3:34])[CH3:33])[CH2:9]1)C1C=CC=CC=1.C([O-])=O.[NH4+].